From a dataset of Forward reaction prediction with 1.9M reactions from USPTO patents (1976-2016). Predict the product of the given reaction. (1) Given the reactants Cl[C:2]1[C:7]([N+:8]([O-:10])=[O:9])=[CH:6][CH:5]=[CH:4][C:3]=1[CH3:11].[CH3:12][C:13]1[CH:18]=[CH:17][C:16]([SH:19])=[CH:15][CH:14]=1.[H-].[Na+], predict the reaction product. The product is: [CH3:11][C:3]1[CH:4]=[CH:5][CH:6]=[C:7]([N+:8]([O-:10])=[O:9])[C:2]=1[S:19][C:16]1[CH:17]=[CH:18][C:13]([CH3:12])=[CH:14][CH:15]=1. (2) Given the reactants Cl[C:2]1[CH:7]=[C:6]([C:8]2[CH:13]=[CH:12][CH:11]=[C:10]([CH3:14])[C:9]=2[CH3:15])[N:5]=[C:4]([NH2:16])[N:3]=1.[NH2:17][CH2:18][CH:19]([O:21][C:22]1[CH:23]=[N:24][CH:25]=[CH:26][CH:27]=1)[CH3:20], predict the reaction product. The product is: [CH3:15][C:9]1[C:10]([CH3:14])=[CH:11][CH:12]=[CH:13][C:8]=1[C:6]1[N:5]=[C:4]([NH2:16])[N:3]=[C:2]([NH:17][CH2:18][CH:19]([O:21][C:22]2[CH:23]=[N:24][CH:25]=[CH:26][CH:27]=2)[CH3:20])[CH:7]=1. (3) Given the reactants O.C1(C)C=CC(S(O)(=O)=O)=CC=1.[CH3:13][S:14]([C:17]1[CH:18]=[N:19][CH:20]=[C:21]([C:23]#[C:24][C:25](OCC)([O:29]CC)[O:26][CH2:27][CH3:28])[CH:22]=1)(=[O:16])=[O:15], predict the reaction product. The product is: [CH2:27]([O:26][C:25](=[O:29])[C:24]#[C:23][C:21]1[CH:20]=[N:19][CH:18]=[C:17]([S:14]([CH3:13])(=[O:15])=[O:16])[CH:22]=1)[CH3:28]. (4) Given the reactants Cl[C:2]1[N:3]=[N:4][C:5]([C:8]2[O:12][N:11]=[C:10]([CH3:13])[N:9]=2)=[CH:6][CH:7]=1.Cl.[C:15]1([N:21]2[C:25](=[O:26])[CH2:24][C:23]3([CH2:31][CH2:30][NH:29][CH2:28][CH2:27]3)[CH2:22]2)[CH:20]=[CH:19][CH:18]=[CH:17][CH:16]=1.C(=O)([O-])[O-].[K+].[K+], predict the reaction product. The product is: [CH3:13][C:10]1[N:9]=[C:8]([C:5]2[N:4]=[N:3][C:2]([N:29]3[CH2:28][CH2:27][C:23]4([CH2:22][N:21]([C:15]5[CH:20]=[CH:19][CH:18]=[CH:17][CH:16]=5)[C:25](=[O:26])[CH2:24]4)[CH2:31][CH2:30]3)=[CH:7][CH:6]=2)[O:12][N:11]=1. (5) Given the reactants [C:1](#[N:5])[CH:2]([CH3:4])[CH3:3].C[Si]([N-][Si](C)(C)C)(C)C.[K+].Br[C:17]1[CH:22]=[CH:21][CH:20]=[C:19]([Br:23])[N:18]=1, predict the reaction product. The product is: [Br:23][C:19]1[N:18]=[C:17]([C:2]([CH3:4])([CH3:3])[C:1]#[N:5])[CH:22]=[CH:21][CH:20]=1. (6) Given the reactants [Cl:1][C:2]1[CH:7]=[C:6]([CH3:8])[C:5]([N+:9]([O-])=O)=[CH:4][N:3]=1.[H][H], predict the reaction product. The product is: [Cl:1][C:2]1[N:3]=[CH:4][C:5]([NH2:9])=[C:6]([CH3:8])[CH:7]=1. (7) Given the reactants [NH2:1][C:2]1[CH:9]=[CH:8][C:7]([N+:10]([O-:12])=[O:11])=[CH:6][C:3]=1[CH:4]=O.[CH3:13][N:14]1[CH2:19][CH2:18][C:17](=O)[CH2:16][CH2:15]1.[OH-].[Na+], predict the reaction product. The product is: [CH3:13][N:14]1[CH2:19][CH2:18][C:17]2[N:1]=[C:2]3[CH:9]=[CH:8][C:7]([N+:10]([O-:12])=[O:11])=[CH:6][C:3]3=[CH:4][C:16]=2[CH2:15]1. (8) Given the reactants C(O)(C(F)(F)F)=O.C(OC([N:15]1[CH2:19][C@H:18]([CH2:20][C:21]2[CH:26]=[CH:25][CH:24]=[CH:23][CH:22]=2)[C@@H:17]([CH2:27][N:28]([CH2:36][C:37]2[CH:42]=[CH:41][CH:40]=[CH:39][C:38]=2[NH:43][C:44](=[O:46])[CH3:45])[C:29]2[CH:34]=[CH:33][C:32]([Cl:35])=[CH:31][CH:30]=2)[CH2:16]1)=O)(C)(C)C.CC#N.O.CC#N, predict the reaction product. The product is: [CH2:20]([C@H:18]1[CH2:19][NH:15][CH2:16][C@@H:17]1[CH2:27][N:28]([CH2:36][C:37]1[CH:42]=[CH:41][CH:40]=[CH:39][C:38]=1[NH:43][C:44](=[O:46])[CH3:45])[C:29]1[CH:34]=[CH:33][C:32]([Cl:35])=[CH:31][CH:30]=1)[C:21]1[CH:26]=[CH:25][CH:24]=[CH:23][CH:22]=1. (9) Given the reactants [F:1][C:2]1[CH:10]=[CH:9][C:8]2[CH:7]([CH2:11][N:12]3[CH2:17][CH2:16][NH:15][CH2:14][CH2:13]3)[CH2:6][CH2:5][C:4]=2[C:3]=1[C:18]#[N:19].[CH3:20][C:21]1[C:29]2[CH2:28][O:27][C:26](=[O:30])[C:25]=2[CH:24]=[CH:23][C:22]=1[CH:31]1[CH2:33][O:32]1, predict the reaction product. The product is: [F:1][C:2]1[CH:10]=[CH:9][C:8]2[CH:7]([CH2:11][N:12]3[CH2:13][CH2:14][N:15]([CH2:33][CH:31]([OH:32])[C:22]4[CH:23]=[CH:24][C:25]5[C:26](=[O:30])[O:27][CH2:28][C:29]=5[C:21]=4[CH3:20])[CH2:16][CH2:17]3)[CH2:6][CH2:5][C:4]=2[C:3]=1[C:18]#[N:19].